This data is from CYP1A2 inhibition data for predicting drug metabolism from PubChem BioAssay. The task is: Regression/Classification. Given a drug SMILES string, predict its absorption, distribution, metabolism, or excretion properties. Task type varies by dataset: regression for continuous measurements (e.g., permeability, clearance, half-life) or binary classification for categorical outcomes (e.g., BBB penetration, CYP inhibition). Dataset: cyp1a2_veith. (1) The result is 1 (inhibitor). The molecule is Cc1nn(C)c(Cl)c1NC(=O)OCc1ccc(Cl)cc1Cl. (2) The compound is Cc1cc(C)c2c(SCc3ccc(Cl)cc3Cl)nc(N)nc2n1. The result is 1 (inhibitor). (3) The compound is CCC(=O)NCc1c(Cl)cccc1-n1cccc1. The result is 1 (inhibitor). (4) The compound is CCCn1c(Sc2nc3c(c(=O)[nH]c(=O)n3C)n2CCC)nc2c1c(=O)[nH]c(=O)n2C. The result is 0 (non-inhibitor). (5) The molecule is CC(C)NC(=O)N1CC[C@@]2(CCCN(C(=O)c3ccco3)C2)C1. The result is 0 (non-inhibitor). (6) The compound is O=c1[nH]c2cc3c(cc2cc1CN(CCCO)Cc1nnnn1Cc1ccc(F)cc1)OCO3. The result is 1 (inhibitor). (7) The result is 1 (inhibitor). The compound is COc1ccc(CNn2c(C)nc3ccccc3c2=O)cc1. (8) The drug is COC(=O)[C@H](CCSC)NC(=O)NCc1ccccc1F. The result is 0 (non-inhibitor). (9) The drug is COC(=O)CN(c1ccc(OC)cc1)S(=O)(=O)c1c(C)noc1C. The result is 0 (non-inhibitor).